This data is from Reaction yield outcomes from USPTO patents with 853,638 reactions. The task is: Predict the reaction yield, written as a fraction of the theoretical maximum amount of product (1.0 means a 100% yield; for example, 0.34 means a 34% yield). (1) The reactants are CC(C)([O-])C.[K+].[C:7]([O:14][CH2:15][CH3:16])(=[O:13])[C:8]([O:10]CC)=O.[CH3:17][O:18][C:19]1[C:20]([N+:26]([O-:28])=[O:27])=[C:21]([CH3:25])[CH:22]=[CH:23][CH:24]=1. The catalyst is C(OCC)C. The product is [CH3:17][O:18][C:19]1[C:20]([N+:26]([O-:28])=[O:27])=[C:21]([CH2:25][C:8](=[O:10])[C:7]([O:14][CH2:15][CH3:16])=[O:13])[CH:22]=[CH:23][CH:24]=1. The yield is 0.880. (2) The reactants are CC([CH2:5][N:6]([CH2:10][CH2:11][N:12]1[CH:16]=[C:15]([C:17]2[CH:18]=[C:19]3[C:24](=[CH:25][CH:26]=2)[N:23]([C:27](=[O:29])[CH3:28])[C@@H:22]([CH3:30])[CH2:21][C@H:20]3[NH:31][C:32]2[C:37]([F:38])=[CH:36][CH:35]=[CH:34][N:33]=2)[CH:14]=[N:13]1)C(=O)[O-])(C)C.FC(F)(F)C(O)=O.[ClH:46].CCOCC. The catalyst is ClCCl. The product is [ClH:46].[C:27]([N:23]1[C:24]2[C:19](=[CH:18][C:17]([C:15]3[CH:14]=[N:13][N:12]([CH2:11][CH2:10][NH:6][CH3:5])[CH:16]=3)=[CH:26][CH:25]=2)[C@H:20]([NH:31][C:32]2[C:37]([F:38])=[CH:36][CH:35]=[CH:34][N:33]=2)[CH2:21][C@@H:22]1[CH3:30])(=[O:29])[CH3:28]. The yield is 0.641.